From a dataset of Forward reaction prediction with 1.9M reactions from USPTO patents (1976-2016). Predict the product of the given reaction. (1) Given the reactants [Cl:1][C:2]1[CH:3]=[C:4]2[C:9](=[CH:10][CH:11]=1)[N:8]=[C:7]([NH:12][CH2:13][CH3:14])[CH:6]=[C:5]2[C:15]1[CH:20]=[CH:19][C:18]([N+:21]([O-:23])=[O:22])=[CH:17][CH:16]=1.[C:24](OC(=O)C)(=[O:26])[CH3:25], predict the reaction product. The product is: [Cl:1][C:2]1[CH:3]=[C:4]2[C:9](=[CH:10][CH:11]=1)[N:8]=[C:7]([N:12]([C:24](=[O:26])[CH3:25])[CH2:13][CH3:14])[CH:6]=[C:5]2[C:15]1[CH:20]=[CH:19][C:18]([N+:21]([O-:23])=[O:22])=[CH:17][CH:16]=1. (2) Given the reactants NC1C([N+]([O-])=O)=CC=CC=1OC.[Br:13][C:14]1[C:19]([N+:20]([O-])=O)=[CH:18][CH:17]=[CH:16][C:15]=1[O:23][CH3:24].N([O-])=O.[Na+].OS(O)(=O)=O.Br, predict the reaction product. The product is: [Br:13][C:14]1[C:19]([NH2:20])=[CH:18][CH:17]=[CH:16][C:15]=1[O:23][CH3:24].